The task is: Regression. Given two drug SMILES strings and cell line genomic features, predict the synergy score measuring deviation from expected non-interaction effect.. This data is from NCI-60 drug combinations with 297,098 pairs across 59 cell lines. Drug 1: C1CCC(C1)C(CC#N)N2C=C(C=N2)C3=C4C=CNC4=NC=N3. Drug 2: CN(CC1=CN=C2C(=N1)C(=NC(=N2)N)N)C3=CC=C(C=C3)C(=O)NC(CCC(=O)O)C(=O)O. Cell line: HCT116. Synergy scores: CSS=29.0, Synergy_ZIP=2.25, Synergy_Bliss=-3.56, Synergy_Loewe=-17.7, Synergy_HSA=-4.48.